This data is from Forward reaction prediction with 1.9M reactions from USPTO patents (1976-2016). The task is: Predict the product of the given reaction. Given the reactants [N:1]1[CH:6]=[CH:5][CH:4]=[CH:3][N:2]=1.[Li+].[Cl-].[CH:9]1([C:12]2[N:16](C(OC(C)(C)C)=O)[C:15]3[CH:24]=[C:25]([C:36]4[C:37]([CH3:42])=[N:38][O:39][C:40]=4[CH3:41])[CH:26]=[C:27]([C:28]([CH:30]4[CH2:35][O:34][CH2:33][CH2:32][O:31]4)=[O:29])[C:14]=3[N:13]=2)[CH2:11][CH2:10]1, predict the reaction product. The product is: [CH:9]1([C:12]2[NH:16][C:15]3[CH:24]=[C:25]([C:36]4[C:37]([CH3:42])=[N:38][O:39][C:40]=4[CH3:41])[CH:26]=[C:27]([C:28]([CH:30]4[CH2:35][O:34][CH2:33][CH2:32][O:31]4)([C:6]4[N:1]=[N:2][CH:3]=[CH:4][CH:5]=4)[OH:29])[C:14]=3[N:13]=2)[CH2:10][CH2:11]1.